From a dataset of CYP2D6 inhibition data for predicting drug metabolism from PubChem BioAssay. Regression/Classification. Given a drug SMILES string, predict its absorption, distribution, metabolism, or excretion properties. Task type varies by dataset: regression for continuous measurements (e.g., permeability, clearance, half-life) or binary classification for categorical outcomes (e.g., BBB penetration, CYP inhibition). Dataset: cyp2d6_veith. The molecule is COCCn1c(=O)cnc2cnc(OC)nc21. The result is 0 (non-inhibitor).